From a dataset of hERG potassium channel inhibition data for cardiac toxicity prediction from Karim et al.. Regression/Classification. Given a drug SMILES string, predict its toxicity properties. Task type varies by dataset: regression for continuous values (e.g., LD50, hERG inhibition percentage) or binary classification for toxic/non-toxic outcomes (e.g., AMES mutagenicity, cardiotoxicity, hepatotoxicity). Dataset: herg_karim. (1) The compound is CCc1nc2ccccc2n1C1C[C@H]2CC[C@H](C1)N2CC[C@H](NC(=O)c1cc[n+]([O-])cc1)c1ccc(F)cc1. The result is 1 (blocker). (2) The result is 0 (non-blocker). The drug is COC[C@H](Oc1ncnc2c1cnn2-c1ccccc1Cl)C(=O)Nc1ccc(C)cn1. (3) The result is 0 (non-blocker). The drug is CN(C)c1ccc(NC(=O)NS(=O)(=O)c2ccc(OCCCN3CCCC3)cc2)cc1. (4) The molecule is Cc1ccc(O)c([C@@H](CCN(C(C)C)C(C)C)c2ccccc2)c1. The result is 1 (blocker). (5) The molecule is CC(C)Oc1cc([C@H](C2=CNC(C(O)(C(F)(F)F)C(F)(F)F)S2)c2ccc[n+]([O-])c2)ccc1OC(F)F. The result is 0 (non-blocker). (6) The compound is COc1cccc(-c2cccc(C3(C4CCOCC4)N=C(C)C(N)=N3)c2)c1. The result is 0 (non-blocker). (7) The molecule is COc1cc(-n2cnc3cc(-c4ccc(Cl)cc4)sc3c2=O)ccc1OCCN1CCCC1. The result is 1 (blocker). (8) The drug is CC[C@H](O)c1cn(-c2ccc(F)cc2)c2ccc(Cl)cc12. The result is 0 (non-blocker).